This data is from Full USPTO retrosynthesis dataset with 1.9M reactions from patents (1976-2016). The task is: Predict the reactants needed to synthesize the given product. Given the product [CH3:1][O:2][C:3]1[CH:4]=[C:5]2[C:10](=[CH:11][C:12]=1[O:13][CH2:14][CH2:15][CH2:16][N:17]1[CH2:22][CH2:21][CH2:20][CH2:19][CH2:18]1)[N:9]=[CH:8][NH:7][C:6]2=[O:31], predict the reactants needed to synthesize it. The reactants are: [CH3:1][O:2][C:3]1[CH:4]=[C:5]2[C:10](=[CH:11][C:12]=1[O:13][CH2:14][CH2:15][CH2:16][N:17]1[CH2:22][CH2:21][CH2:20][CH2:19][CH2:18]1)[N:9]=[CH:8][N:7](COC(=O)C(C)(C)C)[C:6]2=[O:31].